From a dataset of Peptide-MHC class I binding affinity with 185,985 pairs from IEDB/IMGT. Regression. Given a peptide amino acid sequence and an MHC pseudo amino acid sequence, predict their binding affinity value. This is MHC class I binding data. (1) The peptide sequence is LERIKANIF. The MHC is HLA-B07:02 with pseudo-sequence HLA-B07:02. The binding affinity (normalized) is 0.0847. (2) The peptide sequence is MFSPIVPFW. The MHC is HLA-A26:01 with pseudo-sequence HLA-A26:01. The binding affinity (normalized) is 0. (3) The peptide sequence is TIAVSVYGAI. The MHC is HLA-A68:02 with pseudo-sequence HLA-A68:02. The binding affinity (normalized) is 0.406. (4) The peptide sequence is WTIGYDTIY. The MHC is HLA-A80:01 with pseudo-sequence HLA-A80:01. The binding affinity (normalized) is 0.0847. (5) The peptide sequence is ISAAYKGI. The MHC is H-2-Kb with pseudo-sequence H-2-Kb. The binding affinity (normalized) is 0.540. (6) The peptide sequence is FLRDNLYHV. The MHC is HLA-A02:11 with pseudo-sequence HLA-A02:11. The binding affinity (normalized) is 1.00.